Binary Classification. Given a T-cell receptor sequence (or CDR3 region) and an epitope sequence, predict whether binding occurs between them. From a dataset of TCR-epitope binding with 47,182 pairs between 192 epitopes and 23,139 TCRs. (1) The epitope is SFHSLHLLF. The TCR CDR3 sequence is CASSLRTGLYEQYF. Result: 0 (the TCR does not bind to the epitope). (2) The epitope is NLVPMVATV. The TCR CDR3 sequence is CASSLSGSYEQYF. Result: 0 (the TCR does not bind to the epitope). (3) The epitope is KLGGALQAK. The TCR CDR3 sequence is CASSKKATDTQYF. Result: 1 (the TCR binds to the epitope). (4) The epitope is EPLPQGQLTAY. The TCR CDR3 sequence is CASSLPGRDEQYF. Result: 1 (the TCR binds to the epitope). (5) The epitope is ISDYDYYRY. The TCR CDR3 sequence is CASSLLAGAADTQYF. Result: 0 (the TCR does not bind to the epitope). (6) The epitope is YSEHPTFTSQY. The TCR CDR3 sequence is CATSGPSASYEQYF. Result: 1 (the TCR binds to the epitope). (7) The epitope is SFHSLHLLF. The TCR CDR3 sequence is CASSLAAGAVNSPLHF. Result: 0 (the TCR does not bind to the epitope). (8) The epitope is GTSGSPIINR. The TCR CDR3 sequence is CAHGRTSTDTQYF. Result: 0 (the TCR does not bind to the epitope). (9) The TCR CDR3 sequence is CASSYSGGGNQPQHF. The epitope is LLWNGPMAV. Result: 1 (the TCR binds to the epitope). (10) The epitope is AVFDRKSDAK. The TCR CDR3 sequence is CASSPTGGGAYGYTF. Result: 1 (the TCR binds to the epitope).